Task: Predict the reaction yield, written as a fraction of the theoretical maximum amount of product (1.0 means a 100% yield; for example, 0.34 means a 34% yield).. Dataset: Reaction yield outcomes from USPTO patents with 853,638 reactions (1) The reactants are [NH2:1][CH2:2][CH2:3][CH2:4][O:5][C:6]1[N:11]=[C:10]([C@H:12]2[CH2:16][CH2:15][CH2:14][N:13]2[C:17]2[CH:22]=[CH:21][N:20]3[N:23]=[CH:24][C:25]([C:26](O)=[O:27])=[C:19]3[N:18]=2)[CH:9]=[CH:8][CH:7]=1.CN(C=O)C.C(Cl)Cl.CCN=C=NCCCN(C)C.C1C=CC2N(O)N=NC=2C=1. The catalyst is CCOC(C)=O. The product is [C:17]12[CH:22]=[CH:21][N:20]3[C:19]([N:18]=1)=[C:25]([CH:24]=[N:23]3)[C:26](=[O:27])[NH:1][CH2:2][CH2:3][CH2:4][O:5][C:6]1[N:11]=[C:10]([CH:9]=[CH:8][CH:7]=1)[C@@H:12]1[N:13]2[CH2:14][CH2:15][CH2:16]1. The yield is 0.450. (2) The reactants are [O:1]=[C:2]1[CH2:5][CH:4]([C:6]([O:8][CH2:9][CH3:10])=[O:7])[CH2:3]1.[CH3:11][O:12][C:13]1[CH:18]=[CH:17][C:16]([Mg]Br)=[CH:15][CH:14]=1. The catalyst is CCOCC. The product is [OH:1][C:2]1([C:16]2[CH:17]=[CH:18][C:13]([O:12][CH3:11])=[CH:14][CH:15]=2)[CH2:5][CH:4]([C:6]([O:8][CH2:9][CH3:10])=[O:7])[CH2:3]1. The yield is 0.570. (3) The reactants are [CH3:1][C:2]1[CH:7]=[CH:6][CH:5]=[C:4]([CH3:8])[C:3]=1[NH:9][C:10]([CH:12]1[CH2:17][CH2:16][CH2:15][CH2:14][N:13]1C(OCC1C=CC=CC=1)=O)=[O:11]. The catalyst is CO.[Pd]. The product is [CH3:1][C:2]1[CH:7]=[CH:6][CH:5]=[C:4]([CH3:8])[C:3]=1[NH:9][C:10]([CH:12]1[CH2:17][CH2:16][CH2:15][CH2:14][NH:13]1)=[O:11]. The yield is 0.920. (4) The yield is 0.310. The reactants are I[C:2]1[CH:3]=[CH:4][C:5]2[CH2:11][C:10](=[O:12])[C:9]3[C:13]([O:19][CH3:20])=[CH:14][C:15]([O:17][CH3:18])=[CH:16][C:8]=3[O:7][C:6]=2[CH:21]=1.[C:22]1(B(O)O)[CH:27]=[CH:26][CH:25]=[CH:24][CH:23]=1.C(=O)([O-])[O-].[K+].[K+].Cl. The product is [C:22]1([C:2]2[CH:3]=[CH:4][C:5]3[CH2:11][C:10](=[O:12])[C:9]4[C:13]([O:19][CH3:20])=[CH:14][C:15]([O:17][CH3:18])=[CH:16][C:8]=4[O:7][C:6]=3[CH:21]=2)[CH:27]=[CH:26][CH:25]=[CH:24][CH:23]=1. The catalyst is [Pd].C1(P(C2C=CC=CC=2)C2C=CC=CC=2)C=CC=CC=1.C1(P(C2C=CC=CC=2)C2C=CC=CC=2)C=CC=CC=1.C1(P(C2C=CC=CC=2)C2C=CC=CC=2)C=CC=CC=1.C1(P(C2C=CC=CC=2)C2C=CC=CC=2)C=CC=CC=1.C1(C)C=CC=CC=1. (5) The reactants are [Cl:1][C:2]1[CH:3]=[C:4]([CH:6]=[CH:7][C:8]=1[O:9][C:10]1[C:19]2[C:14](=[CH:15][C:16]([O:22][CH3:23])=[C:17]([O:20][CH3:21])[CH:18]=2)[N:13]=[CH:12][CH:11]=1)[NH2:5].C(N(CC)CC)C.ClC(Cl)(O[C:35](=[O:41])OC(Cl)(Cl)Cl)Cl.[F:43][C:44]1[CH:49]=[CH:48][C:47]([CH:50]([NH2:52])[CH3:51])=[CH:46][CH:45]=1. The catalyst is C(Cl)(Cl)Cl. The product is [Cl:1][C:2]1[CH:3]=[C:4]([NH:5][C:35]([NH:52][CH:50]([C:47]2[CH:48]=[CH:49][C:44]([F:43])=[CH:45][CH:46]=2)[CH3:51])=[O:41])[CH:6]=[CH:7][C:8]=1[O:9][C:10]1[C:19]2[C:14](=[CH:15][C:16]([O:22][CH3:23])=[C:17]([O:20][CH3:21])[CH:18]=2)[N:13]=[CH:12][CH:11]=1. The yield is 0.290.